This data is from Catalyst prediction with 721,799 reactions and 888 catalyst types from USPTO. The task is: Predict which catalyst facilitates the given reaction. Reactant: [Cl-].[CH3:2][C:3]1[S:32][C:6]2=[N:7][C:8]([CH2:12][P+](C3C=CC=CC=3)(C3C=CC=CC=3)C3C=CC=CC=3)=[CH:9][C:10](=[O:11])[N:5]2[C:4]=1[CH3:33].[H-].[Na+].[CH:36]1([CH2:39][O:40][C:41]2[C:48]([O:49][CH3:50])=[CH:47][CH:46]=[CH:45][C:42]=2[CH:43]=O)[CH2:38][CH2:37]1. Product: [CH:36]1([CH2:39][O:40][C:41]2[C:48]([O:49][CH3:50])=[CH:47][CH:46]=[CH:45][C:42]=2/[CH:43]=[CH:12]/[C:8]2[N:7]=[C:6]3[S:32][C:3]([CH3:2])=[C:4]([CH3:33])[N:5]3[C:10](=[O:11])[CH:9]=2)[CH2:37][CH2:38]1. The catalyst class is: 16.